Dataset: Catalyst prediction with 721,799 reactions and 888 catalyst types from USPTO. Task: Predict which catalyst facilitates the given reaction. (1) Reactant: Cl.[NH2:2][C:3]1[N:32]=[C:6]2[N:7]([C:22]3[CH:27]=[CH:26][CH:25]=[C:24]([C:28]([F:31])([F:30])[F:29])[CH:23]=3)[C:8]([CH3:21])=[C:9]([C:19]#[N:20])[C@@H:10]([C:11]3[CH:16]=[CH:15][C:14]([C:17]#[N:18])=[CH:13][CH:12]=3)[N:5]2[N:4]=1.[C:33](O[C:33](=[O:40])[C:34]1[CH:39]=[CH:38][CH:37]=[CH:36][CH:35]=1)(=[O:40])[C:34]1[CH:39]=[CH:38][CH:37]=[CH:36][CH:35]=1. Product: [C:19]([C:9]1[C@@H:10]([C:11]2[CH:16]=[CH:15][C:14]([C:17]#[N:18])=[CH:13][CH:12]=2)[N:5]2[N:4]=[C:3]([NH:2][C:33](=[O:40])[C:34]3[CH:39]=[CH:38][CH:37]=[CH:36][CH:35]=3)[N:32]=[C:6]2[N:7]([C:22]2[CH:27]=[CH:26][CH:25]=[C:24]([C:28]([F:29])([F:31])[F:30])[CH:23]=2)[C:8]=1[CH3:21])#[N:20]. The catalyst class is: 17. (2) Reactant: [Br:1][C:2]1[CH:7]=[CH:6][C:5](I)=[CH:4][CH:3]=1.[NH:9]1[CH2:14][CH2:13][CH2:12][CH:11]([OH:15])[CH2:10]1.[O-]P([O-])([O-])=O.[K+].[K+].[K+]. Product: [Br:1][C:2]1[CH:7]=[CH:6][C:5]([N:9]2[CH2:14][CH2:13][CH2:12][CH:11]([OH:15])[CH2:10]2)=[CH:4][CH:3]=1. The catalyst class is: 590. (3) Reactant: C([Mg]Br)C.[Cl-].C(C1C=CC=C(C(C)C)C=1[NH+]1CCN(C2C(C(C)C)=CC=CC=2C(C)C)C1)(C)C.Cl[C:36]1[CH:41]=[CH:40][C:39]([F:42])=[C:38]([F:43])[CH:37]=1.[CH3:44][O:45][C:46]1[CH:51]=[CH:50][C:49]([Mg]Br)=[CH:48][CH:47]=1.[Cl-].[NH4+]. Product: [F:43][C:38]1[CH:37]=[C:36]([C:49]2[CH:50]=[CH:51][C:46]([O:45][CH3:44])=[CH:47][CH:48]=2)[CH:41]=[CH:40][C:39]=1[F:42]. The catalyst class is: 1. (4) Reactant: [F:1][C:2]1[CH:7]=[C:6]([F:8])[CH:5]=[CH:4][C:3]=1[S:9]([NH:12][C:13]1[CH:14]=[C:15]([C:21]2[CH:29]=[C:28]3[C:24]([CH:25]=[N:26][N:27]3S(C3C=CC(C)=CC=3)(=O)=O)=[C:23]([NH:40][C:41]([C:43]3[N:44]=[C:45]([CH2:48][N:49]4[CH2:54][C@H:53]([CH3:55])[O:52][C@H:51]([CH3:56])[CH2:50]4)[S:46][CH:47]=3)=[O:42])[CH:22]=2)[CH:16]=[N:17][C:18]=1[O:19][CH3:20])(=[O:11])=[O:10].[OH-].[Na+]. Product: [F:1][C:2]1[CH:7]=[C:6]([F:8])[CH:5]=[CH:4][C:3]=1[S:9]([NH:12][C:13]1[CH:14]=[C:15]([C:21]2[CH:29]=[C:28]3[C:24]([CH:25]=[N:26][NH:27]3)=[C:23]([NH:40][C:41]([C:43]3[N:44]=[C:45]([CH2:48][N:49]4[CH2:50][C@H:51]([CH3:56])[O:52][C@H:53]([CH3:55])[CH2:54]4)[S:46][CH:47]=3)=[O:42])[CH:22]=2)[CH:16]=[N:17][C:18]=1[O:19][CH3:20])(=[O:10])=[O:11]. The catalyst class is: 41. (5) Reactant: [OH-].[Na+].[OH:3][CH2:4][C:5]1[CH:6]=[C:7]([C:11]2[CH:20]=[C:19]([C:21]([NH:23][C:24]3[C:34]([CH3:35])=[CH:33][C:27]([C:28]([O:30]CC)=[O:29])=[CH:26][C:25]=3[CH3:36])=[O:22])[C:18]3[C:13](=[CH:14][CH:15]=[CH:16][CH:17]=3)[N:12]=2)[CH:8]=[CH:9][CH:10]=1.Cl. Product: [OH:3][CH2:4][C:5]1[CH:6]=[C:7]([C:11]2[CH:20]=[C:19]([C:21]([NH:23][C:24]3[C:25]([CH3:36])=[CH:26][C:27]([C:28]([OH:30])=[O:29])=[CH:33][C:34]=3[CH3:35])=[O:22])[C:18]3[C:13](=[CH:14][CH:15]=[CH:16][CH:17]=3)[N:12]=2)[CH:8]=[CH:9][CH:10]=1. The catalyst class is: 36. (6) Reactant: [NH2:1][C:2]1[CH:3]=[C:4]([CH:13]=[CH:14][C:15]=1[NH2:16])[C:5]([C:7]1[CH:12]=[CH:11][CH:10]=[CH:9][CH:8]=1)=[O:6].S([O-])(O)=O.[Na+].CN(C)C(=O)C.[CH3:28][C:29]1[NH:30][CH:31]=[C:32]([CH3:36])[C:33]=1[CH:34]=O. Product: [CH3:28][C:29]1[NH:30][CH:31]=[C:32]([CH3:36])[C:33]=1[C:34]1[NH:1][C:2]2[CH:3]=[C:4]([C:5](=[O:6])[C:7]3[CH:12]=[CH:11][CH:10]=[CH:9][CH:8]=3)[CH:13]=[CH:14][C:15]=2[N:16]=1. The catalyst class is: 6. (7) Reactant: [CH:1](=O)[C:2]1[CH:7]=[CH:6][CH:5]=[CH:4][CH:3]=1.[C:9](#[N:13])[CH2:10][C:11]#[N:12].[CH3:14][C:15]1[CH2:19][C:18](=[O:20])[N:17]([C:21]2[CH:26]=[CH:25][CH:24]=[CH:23][CH:22]=2)[N:16]=1.[O-]S([O-])(=O)=O.[Na+].[Na+].CC[C@@H]1[C@@H]2C[C@@H]([C@H](O)C3C4C=C(OCC)C=CC=4N=CC=3)N(CC2)C1.Cl. Product: [NH2:12][C:11]1[O:20][C:18]2[N:17]([C:21]3[CH:26]=[CH:25][CH:24]=[CH:23][CH:22]=3)[N:16]=[C:15]([CH3:14])[C:19]=2[CH:1]([C:2]2[CH:7]=[CH:6][CH:5]=[CH:4][CH:3]=2)[C:10]=1[C:9]#[N:13]. The catalyst class is: 2. (8) Reactant: O[CH2:2][C:3]([NH:6][C:7](=[O:22])[C:8]1[C:13]([O:14][CH3:15])=[CH:12][C:11]([C:16]([F:19])([F:18])[F:17])=[CH:10][C:9]=1[O:20][CH3:21])([CH3:5])[CH3:4].S(Cl)(Cl)=O.C(=O)([O-])[O-].[Na+].[Na+]. Product: [CH3:21][O:20][C:9]1[CH:10]=[C:11]([C:16]([F:19])([F:18])[F:17])[CH:12]=[C:13]([O:14][CH3:15])[C:8]=1[C:7]1[O:22][CH2:4][C:3]([CH3:2])([CH3:5])[N:6]=1. The catalyst class is: 46. (9) Reactant: Br[CH2:2][CH2:3][CH2:4][CH:5]=[CH2:6].[CH:7]1([NH2:10])[CH2:9][CH2:8]1. Product: [CH2:2]([NH:10][CH:7]1[CH2:9][CH2:8]1)[CH2:3][CH2:4][CH:5]=[CH2:6]. The catalyst class is: 5. (10) Reactant: [OH:1][C:2]1[CH:10]=[C:9]([S:11]([CH3:14])(=[O:13])=[O:12])[CH:8]=[CH:7][C:3]=1[C:4](O)=[O:5].O1CCCC1.B. Product: [OH:5][CH2:4][C:3]1[CH:7]=[CH:8][C:9]([S:11]([CH3:14])(=[O:12])=[O:13])=[CH:10][C:2]=1[OH:1]. The catalyst class is: 1.